Predict the product of the given reaction. From a dataset of Forward reaction prediction with 1.9M reactions from USPTO patents (1976-2016). (1) Given the reactants [Br:1][C:2]1[CH:3]=[CH:4][C:5](CC(O)=O)=[N:6][CH:7]=1.[C:12]1(=O)[O:17][C:15](=[O:16])[C:14]2=[CH:18][CH:19]=[CH:20][CH:21]=[C:13]12.[C:23]([O-])(=O)C.[Na+], predict the reaction product. The product is: [Br:1][C:2]1[CH:3]=[C:4]([CH:23]=[C:12]2[C:13]3[C:14](=[CH:18][CH:19]=[CH:20][CH:21]=3)[C:15](=[O:16])[O:17]2)[CH:5]=[N:6][CH:7]=1. (2) Given the reactants Br[CH2:2][C:3]1[C:4]([C:27]2[CH:32]=[CH:31][CH:30]=[CH:29][CH:28]=2)=[N:5][C:6]2[C:11]([C:12]=1[C:13]([NH:15][N:16]([C:21]1[CH:26]=[CH:25][CH:24]=[CH:23][CH:22]=1)[C:17]([O:19][CH3:20])=[O:18])=[O:14])=[CH:10][CH:9]=[CH:8][CH:7]=2.O.CCOC(C)=O.[CH3:40][S:41](C)=O, predict the reaction product. The product is: [CH3:40][S:41][CH2:2][C:3]1[C:4]([C:27]2[CH:32]=[CH:31][CH:30]=[CH:29][CH:28]=2)=[N:5][C:6]2[C:11]([C:12]=1[C:13]([NH:15][N:16]([C:21]1[CH:26]=[CH:25][CH:24]=[CH:23][CH:22]=1)[C:17]([O:19][CH3:20])=[O:18])=[O:14])=[CH:10][CH:9]=[CH:8][CH:7]=2.